Dataset: Forward reaction prediction with 1.9M reactions from USPTO patents (1976-2016). Task: Predict the product of the given reaction. (1) Given the reactants [CH2:1]([NH:3][C:4](=[O:25])[NH:5][C:6]1[N:11]=[CH:10][C:9]([C:12]2[CH:13]=[N:14][CH:15]=[C:16]([C:18](OCC)=[O:19])[CH:17]=2)=[C:8]([CH2:23][OH:24])[CH:7]=1)[CH3:2].O.[NH2:27][NH2:28].C(OCC)(=O)C, predict the reaction product. The product is: [CH2:1]([NH:3][C:4]([NH:5][C:6]1[N:11]=[CH:10][C:9]([C:12]2[CH:13]=[N:14][CH:15]=[C:16]([C:18]([NH:27][NH2:28])=[O:19])[CH:17]=2)=[C:8]([CH2:23][OH:24])[CH:7]=1)=[O:25])[CH3:2]. (2) Given the reactants [F:1][C:2]1[CH:3]=[C:4]([CH:25]=[CH:26][CH:27]=1)[C:5]([NH:7][CH:8]([C:10]1[N:15]=[N:14][C:13]([NH:16][C:17]2[CH:22]=[CH:21][C:20]([O:23][CH3:24])=[CH:19][CH:18]=2)=[N:12][CH:11]=1)[CH3:9])=O.P(Cl)(Cl)(Cl)=O, predict the reaction product. The product is: [F:1][C:2]1[CH:3]=[C:4]([C:5]2[N:15]3[C:10]([CH:11]=[N:12][C:13]([NH:16][C:17]4[CH:22]=[CH:21][C:20]([O:23][CH3:24])=[CH:19][CH:18]=4)=[N:14]3)=[C:8]([CH3:9])[N:7]=2)[CH:25]=[CH:26][CH:27]=1.